From a dataset of Forward reaction prediction with 1.9M reactions from USPTO patents (1976-2016). Predict the product of the given reaction. (1) The product is: [O:11]=[C:1]1[C:9]2[C:4](=[CH:5][CH:6]=[CH:7][CH:8]=2)[C:3](=[O:10])[N:2]1[CH2:32][CH:33]1[CH2:38][N:37]2[N:39]=[C:40]([C:45]3[CH:50]=[CH:49][C:48]([O:51][C:52]4[CH:57]=[CH:56][CH:55]=[CH:54][CH:53]=4)=[CH:47][CH:46]=3)[C:41]([C:42]([NH2:44])=[O:43])=[C:36]2[NH:35][CH2:34]1. Given the reactants [C:1]1(=[O:11])[C:9]2[C:4](=[CH:5][CH:6]=[CH:7][CH:8]=2)[C:3](=[O:10])[NH:2]1.C1C=CC(P(C2C=CC=CC=2)C2C=CC=CC=2)=CC=1.O[CH2:32][CH:33]1[CH2:38][N:37]2[N:39]=[C:40]([C:45]3[CH:50]=[CH:49][C:48]([O:51][C:52]4[CH:57]=[CH:56][CH:55]=[CH:54][CH:53]=4)=[CH:47][CH:46]=3)[C:41]([C:42]([NH2:44])=[O:43])=[C:36]2[NH:35][CH2:34]1.CC(OC(/N=N/C(OC(C)C)=O)=O)C, predict the reaction product. (2) The product is: [CH3:1][N:2]([CH3:16])[CH2:3][CH2:4][N:5]([CH2:6][C:7]1[CH:12]=[CH:11][CH:10]=[C:9]([N+:13]([O-:15])=[O:14])[CH:8]=1)[C:17](=[O:18])[C:19]([F:22])([F:21])[F:20]. Given the reactants [CH3:1][N:2]([CH3:16])[CH2:3][CH2:4][NH:5][CH2:6][C:7]1[CH:12]=[CH:11][CH:10]=[C:9]([N+:13]([O-:15])=[O:14])[CH:8]=1.[C:17](O[C:17]([C:19]([F:22])([F:21])[F:20])=[O:18])([C:19]([F:22])([F:21])[F:20])=[O:18], predict the reaction product. (3) Given the reactants Cl[C:2]1[CH:3]=[CH:4][C:5]2[N:11]3[CH2:12][C@H:8]([CH2:9][CH2:10]3)[N:7]([C:13]([NH:15][C:16]3[CH:21]=[N:20][CH:19]=[CH:18][N:17]=3)=[O:14])[C:6]=2[N:22]=1.[CH2:23]([N:30]1[CH2:35][CH2:34][NH:33][CH2:32][CH:31]1[CH3:36])[C:24]1[CH:29]=[CH:28][CH:27]=[CH:26][CH:25]=1.C([O-])([O-])=O.[Cs+].[Cs+].O, predict the reaction product. The product is: [CH2:23]([N:30]1[CH2:35][CH2:34][N:33]([C:2]2[CH:3]=[CH:4][C:5]3[N:11]4[CH2:12][C@H:8]([CH2:9][CH2:10]4)[N:7]([C:13]([NH:15][C:16]4[CH:21]=[N:20][CH:19]=[CH:18][N:17]=4)=[O:14])[C:6]=3[N:22]=2)[CH2:32][CH:31]1[CH3:36])[C:24]1[CH:29]=[CH:28][CH:27]=[CH:26][CH:25]=1. (4) Given the reactants ClC1C=CC=C(C(OO)=O)C=1.C1(S[C:19]2([O:22][C:23]3[CH:43]=[CH:42][C:26]([C:27]([NH:29][C:30]4([C:39]([OH:41])=[O:40])[CH2:38][C:37]5[C:32](=[CH:33][CH:34]=[CH:35][CH:36]=5)[CH2:31]4)=[O:28])=[CH:25][C:24]=3[O:44][CH2:45][CH2:46][C:47]3[CH:48]=[C:49]([CH3:53])[CH:50]=[CH:51][CH:52]=3)[CH2:21][CH2:20]2)C=CC=CC=1.P([O-])([O-])(O)=O.[Na+].[Na+], predict the reaction product. The product is: [CH:19]1([O:22][C:23]2[CH:43]=[CH:42][C:26]([C:27]([NH:29][C:30]3([C:39]([OH:41])=[O:40])[CH2:38][C:37]4[C:32](=[CH:33][CH:34]=[CH:35][CH:36]=4)[CH2:31]3)=[O:28])=[CH:25][C:24]=2[O:44][CH2:45][CH2:46][C:47]2[CH:48]=[C:49]([CH3:53])[CH:50]=[CH:51][CH:52]=2)[CH2:20][CH2:21]1. (5) Given the reactants [ClH:1].[CH3:2][C:3]1[CH:8]=[CH:7][C:6]([S:9]([N:12]2[CH2:16][CH2:15][CH2:14][CH2:13]2)(=[O:11])=[O:10])=[CH:5][C:4]=1[C:17]1[CH:22]=[CH:21][C:20]([CH2:23][C@H:24]([NH:38][C:39]([C@H:41]2[CH2:46][CH2:45][C@H:44]([CH2:47][NH:48]C(=O)OC(C)(C)C)[CH2:43][CH2:42]2)=[O:40])[C:25](=[O:37])[NH:26][C:27]2[CH:36]=[CH:35][C:30]3[NH:31][C:32](=[O:34])[NH:33][C:29]=3[CH:28]=2)=[CH:19][CH:18]=1.C(#N)C, predict the reaction product. The product is: [ClH:1].[NH2:48][CH2:47][C@H:44]1[CH2:43][CH2:42][C@H:41]([C:39]([NH:38][C@@H:24]([CH2:23][C:20]2[CH:21]=[CH:22][C:17]([C:4]3[CH:5]=[C:6]([S:9]([N:12]4[CH2:16][CH2:15][CH2:14][CH2:13]4)(=[O:10])=[O:11])[CH:7]=[CH:8][C:3]=3[CH3:2])=[CH:18][CH:19]=2)[C:25](=[O:37])[NH:26][C:27]2[CH:36]=[CH:35][C:30]3[NH:31][C:32](=[O:34])[NH:33][C:29]=3[CH:28]=2)=[O:40])[CH2:46][CH2:45]1. (6) Given the reactants [ClH:1].C(OC([N:9]([CH2:25][CH2:26][C:27]1[CH:32]=[CH:31][CH:30]=[CH:29][C:28]=1[O:33][CH2:34][C:35]1[CH:40]=[CH:39][C:38]([C:41]2[O:42][C:43]3[CH:49]=[CH:48][C:47]([CH3:50])=[CH:46][C:44]=3[N:45]=2)=[CH:37][CH:36]=1)[CH:10]1[CH2:19][CH2:18][CH2:17][C:16]2[N:15]=[C:14]([C:20]([O:22][CH2:23][CH3:24])=[O:21])[CH:13]=[CH:12][C:11]1=2)=O)(C)(C)C, predict the reaction product. The product is: [ClH:1].[ClH:1].[CH3:50][C:47]1[CH:48]=[CH:49][C:43]2[O:42][C:41]([C:38]3[CH:37]=[CH:36][C:35]([CH2:34][O:33][C:28]4[CH:29]=[CH:30][CH:31]=[CH:32][C:27]=4[CH2:26][CH2:25][NH:9][CH:10]4[CH2:19][CH2:18][CH2:17][C:16]5[N:15]=[C:14]([C:20]([O:22][CH2:23][CH3:24])=[O:21])[CH:13]=[CH:12][C:11]4=5)=[CH:40][CH:39]=3)=[N:45][C:44]=2[CH:46]=1. (7) Given the reactants [Br:1][C:2]1[N:3]=[C:4]([CH:7]([NH:27][C:28](=O)[O:29]C(C)(C)C)[CH2:8][C:9]2[CH:17]=[C:16]([CH3:18])[C:15]3[C:11](=[CH:12][N:13](COCC[Si](C)(C)C)[N:14]=3)[CH:10]=2)[NH:5][CH:6]=1.Cl.C(C1NC=CN=1)(C1NC=CN=1)=O.[NH:48]1[CH2:53][CH2:52][CH:51]([N:54]2[CH2:63][C:62]3[C:57](=[CH:58][CH:59]=[CH:60][CH:61]=3)[NH:56][C:55]2=[O:64])[CH2:50][CH2:49]1, predict the reaction product. The product is: [Br:1][C:2]1[N:3]=[C:4]([CH:7]([NH:27][C:28]([N:48]2[CH2:49][CH2:50][CH:51]([N:54]3[CH2:63][C:62]4[C:57](=[CH:58][CH:59]=[CH:60][CH:61]=4)[NH:56][C:55]3=[O:64])[CH2:52][CH2:53]2)=[O:29])[CH2:8][C:9]2[CH:10]=[C:11]3[C:15](=[C:16]([CH3:18])[CH:17]=2)[NH:14][N:13]=[CH:12]3)[NH:5][CH:6]=1.